From a dataset of hERG Central: cardiac toxicity at 1µM, 10µM, and general inhibition. Predict hERG channel inhibition at various concentrations. (1) The molecule is CC(C)(C)NCC(O)COc1ccccc1C(=O)CCc1ccccc1.Cl. Results: hERG_inhib (hERG inhibition (general)): blocker. (2) The compound is Cc1cc(NC(=S)N(CCN2CCCCC2)Cc2ccco2)ccc1Cl. Results: hERG_inhib (hERG inhibition (general)): blocker. (3) The drug is Cc1cc(SCC(=O)N2CCN(C(=O)c3ccco3)CC2)c(C)cc1Br. Results: hERG_inhib (hERG inhibition (general)): blocker. (4) The compound is Cc1ccc(C(CNC(=O)C(=O)Nc2ccc3c(c2)OCCO3)N2CCN(C)CC2)cc1. Results: hERG_inhib (hERG inhibition (general)): blocker. (5) The compound is COc1ccc2[nH]c(=O)c(CN(CCCN(C)C)C(=O)Nc3ccc(F)cc3)cc2c1. Results: hERG_inhib (hERG inhibition (general)): blocker. (6) The molecule is CN(C(=O)Cc1ccc(Cl)c(Cl)c1)[C@@H]1CCCC[C@H]1N1CCCC1.CS(=O)(=O)O. Results: hERG_inhib (hERG inhibition (general)): blocker.